From a dataset of Full USPTO retrosynthesis dataset with 1.9M reactions from patents (1976-2016). Predict the reactants needed to synthesize the given product. (1) Given the product [CH2:1]([O:8][C@@H:9]1[CH2:14][C@H:13]([CH3:15])[CH2:12][CH2:11][C@H:10]1[C:16](=[O:21])[CH3:17])[C:2]1[CH:7]=[CH:6][CH:5]=[CH:4][CH:3]=1, predict the reactants needed to synthesize it. The reactants are: [CH2:1]([O:8][C@@H:9]1[CH2:14][C@H:13]([CH3:15])[CH2:12][CH2:11][C@H:10]1[CH:16]=[CH:17]C(=C)C)[C:2]1[CH:7]=[CH:6][CH:5]=[CH:4][CH:3]=1.[OH:21]OS([O-])=O.[K+].[O-]S([O-])=O.[Na+].[Na+].CCOC(C)=O. (2) Given the product [Cl:1][C:2]1[CH:3]=[CH:4][C:5]([F:19])=[C:6]([C:8]2[N:17]=[C:16]([NH:20][C:21]3[CH:26]=[CH:25][N:24]=[CH:23][C:22]=3[CH2:27][CH3:28])[C:15]3[C:10](=[N:11][CH:12]=[CH:13][N:14]=3)[N:9]=2)[CH:7]=1, predict the reactants needed to synthesize it. The reactants are: [Cl:1][C:2]1[CH:3]=[CH:4][C:5]([F:19])=[C:6]([C:8]2[NH:17][C:16](=O)[C:15]3[C:10](=[N:11][CH:12]=[CH:13][N:14]=3)[N:9]=2)[CH:7]=1.[NH2:20][C:21]1[CH:26]=[CH:25][N:24]=[CH:23][C:22]=1[CH2:27][CH3:28].C(N(C1C=CN=CC=1)C1C2C(=NC=CN=2)N=C(C2C=C(Br)C=CC=2F)N=1)CCC. (3) Given the product [CH2:14]([O:13][C:11](=[O:12])[CH:10]([C:9](=[O:16])[C:5]1[CH:6]=[CH:7][CH:8]=[C:3]([O:2][CH3:1])[CH:4]=1)[CH2:20][C:21](=[O:23])[CH3:22])[CH3:15], predict the reactants needed to synthesize it. The reactants are: [CH3:1][O:2][C:3]1[CH:4]=[C:5]([C:9](=[O:16])[CH2:10][C:11]([O:13][CH2:14][CH3:15])=[O:12])[CH:6]=[CH:7][CH:8]=1.[H-].[Na+].Cl[CH2:20][C:21](=[O:23])[CH3:22].CCCCCC.CCOC(C)=O. (4) The reactants are: [Cl:1][C:2]1[CH:7]=[C:6]([CH2:8][C:9]2[CH:10]=[C:11]3[C:16](=[C:17]4[CH:22]=[CH:21][CH:20]=[CH:19][C:18]=24)[N:15]=[CH:14][N:13]([C@H:23]2[CH2:28][CH2:27][O:26][CH2:25][C@@H:24]2[OH:29])[C:12]3=[O:30])[CH:5]=[CH:4][N:3]=1.OO.NC(N)=[O:35].C(N(CC)CC)C.FC(F)(F)C(OC(=O)C(F)(F)F)=O.C(=O)([O-])[O-].[Na+].[Na+]. Given the product [Cl:1][C:2]1[CH:7]=[C:6]([CH2:8][C:9]2[CH:10]=[C:11]3[C:16](=[C:17]4[CH:22]=[CH:21][CH:20]=[CH:19][C:18]=24)[N:15]=[CH:14][N:13]([C@H:23]2[CH2:28][CH2:27][O:26][CH2:25][C@@H:24]2[OH:29])[C:12]3=[O:30])[CH:5]=[CH:4][N+:3]=1[O-:35], predict the reactants needed to synthesize it. (5) The reactants are: CN(C(O[N:9]1N=N[C:11]2C=CC=[N:15][C:10]1=2)=[N+](C)C)C.F[P-](F)(F)(F)(F)F.[Cl:25][C:26]1[CH:34]=[C:33]([C:35]2[CH:36]=[CH:37][C:38]3[N:39]([C:41]([CH2:44][O:45][C:46]4[C:55]5[C:50](=[CH:51][C:52]([O:56][CH3:57])=[CH:53][CH:54]=5)[N:49]=[CH:48][CH:47]=4)=[N:42][N:43]=3)[N:40]=2)[CH:32]=[CH:31][C:27]=1[C:28](O)=[O:29].O/N=C(\N)/C. Given the product [Cl:25][C:26]1[CH:34]=[C:33]([C:35]2[CH:36]=[CH:37][C:38]3[N:39]([C:41]([CH2:44][O:45][C:46]4[C:55]5[C:50](=[CH:51][C:52]([O:56][CH3:57])=[CH:53][CH:54]=5)[N:49]=[CH:48][CH:47]=4)=[N:42][N:43]=3)[N:40]=2)[CH:32]=[CH:31][C:27]=1[C:28]1[O:29][N:15]=[C:10]([CH3:11])[N:9]=1, predict the reactants needed to synthesize it. (6) The reactants are: C1(C2O[N:10]=[C:9]([C:12]([OH:14])=O)[N:8]=2)C=CC=CC=1.[ClH:15].N1C=N[N:19]2[C:24]([N:25]3[CH2:29][CH2:28][C@H:27]([NH2:30])[CH2:26]3)=[CH:23][N:22]=[CH:21][C:20]=12.C(N(CC)[CH:34]([CH3:36])[CH3:35])C.CN(C(ON1N=N[C:49]2[CH:50]=[CH:51][CH:52]=N[C:48]1=2)=[N+](C)C)C.F[P-](F)(F)(F)(F)F.C[N:64]([CH:66]=O)[CH3:65]. Given the product [Cl:15][C:50]1[CH:51]=[CH:52][C:65]([N:64]2[CH:66]=[N:8][C:9]([C:12]([NH:30][C@H:27]3[CH2:28][CH2:29][N:25]([C:24]4[C:23]5[N:22]([CH:36]=[CH:34][CH:35]=5)[CH:21]=[CH:20][N:19]=4)[CH2:26]3)=[O:14])=[N:10]2)=[CH:48][CH:49]=1, predict the reactants needed to synthesize it.